This data is from Forward reaction prediction with 1.9M reactions from USPTO patents (1976-2016). The task is: Predict the product of the given reaction. (1) Given the reactants [NH:1]1[CH2:6][CH2:5][CH:4]([NH:7][C:8](=[O:14])[O:9][C:10]([CH3:13])([CH3:12])[CH3:11])[CH2:3][CH2:2]1.CCN(C(C)C)C(C)C.[Cl:24][CH2:25][C:26](Cl)=[O:27].Cl, predict the reaction product. The product is: [C:10]([O:9][C:8](=[O:14])[NH:7][CH:4]1[CH2:3][CH2:2][N:1]([C:26](=[O:27])[CH2:25][Cl:24])[CH2:6][CH2:5]1)([CH3:11])([CH3:13])[CH3:12]. (2) Given the reactants [C:1]([O:5][C:6]([N:8]1[CH2:12][C@@H:11]([CH3:13])[CH2:10][C@H:9]1[C:14]1[NH:15][CH:16]=[C:17]([C:19]2[CH:24]=[CH:23][C:22](Br)=[CH:21][CH:20]=2)[N:18]=1)=[O:7])([CH3:4])([CH3:3])[CH3:2].[B:26]1([B:26]2[O:30][C:29]([CH3:32])([CH3:31])[C:28]([CH3:34])([CH3:33])[O:27]2)[O:30][C:29]([CH3:32])([CH3:31])[C:28]([CH3:34])([CH3:33])[O:27]1.C([O-])(=O)C.[K+], predict the reaction product. The product is: [C:1]([O:5][C:6]([N:8]1[CH2:12][C@@H:11]([CH3:13])[CH2:10][C@H:9]1[C:14]1[NH:15][CH:16]=[C:17]([C:19]2[CH:24]=[CH:23][C:22]([B:26]3[O:30][C:29]([CH3:32])([CH3:31])[C:28]([CH3:34])([CH3:33])[O:27]3)=[CH:21][CH:20]=2)[N:18]=1)=[O:7])([CH3:4])([CH3:3])[CH3:2]. (3) Given the reactants [NH2:1][C@@H:2]([C:6]1[CH:11]=[CH:10][C:9]([OH:12])=[CH:8][CH:7]=1)[C:3]([OH:5])=[O:4].C([O-])([O-])=O.[Na+].[Na+].[CH3:19][C:20]([O:23][C:24](O[C:24]([O:23][C:20]([CH3:22])([CH3:21])[CH3:19])=[O:25])=[O:25])([CH3:22])[CH3:21].C(O)(=O)CC(CC(O)=O)(C(O)=O)O, predict the reaction product. The product is: [C:20]([O:23][C:24]([NH:1][C@@H:2]([C:6]1[CH:11]=[CH:10][C:9]([OH:12])=[CH:8][CH:7]=1)[C:3]([OH:5])=[O:4])=[O:25])([CH3:22])([CH3:21])[CH3:19]. (4) Given the reactants C[O:2][C:3](=[O:40])[CH2:4][O:5][C:6]1[CH:11]=[CH:10][C:9]([O:12][CH2:13][C:14]#[C:15][C:16]2[CH:21]=[C:20]([C:22]#[C:23][C:24]3[CH:29]=[CH:28][CH:27]=[CH:26][CH:25]=3)[CH:19]=[C:18]([C:30]#[C:31][CH2:32][N:33]3[CH2:38][CH2:37][O:36][CH2:35][CH2:34]3)[CH:17]=2)=[CH:8][C:7]=1[CH3:39].[Li+].[OH-].O.Cl, predict the reaction product. The product is: [CH3:39][C:7]1[CH:8]=[C:9]([O:12][CH2:13][C:14]#[C:15][C:16]2[CH:21]=[C:20]([C:22]#[C:23][C:24]3[CH:25]=[CH:26][CH:27]=[CH:28][CH:29]=3)[CH:19]=[C:18]([C:30]#[C:31][CH2:32][N:33]3[CH2:38][CH2:37][O:36][CH2:35][CH2:34]3)[CH:17]=2)[CH:10]=[CH:11][C:6]=1[O:5][CH2:4][C:3]([OH:40])=[O:2]. (5) Given the reactants [C:1]([O:9]OC(C)(C)C)(=[O:8])[C:2]1[CH:7]=CC=C[CH:3]=1.[C:15]1([CH3:22])[C:16]([CH3:21])=[CH:17][CH:18]=[CH:19][CH:20]=1, predict the reaction product. The product is: [CH3:20][CH2:19][CH2:18][CH2:17][CH:16]([CH2:21][O:9][C:1]([CH:2]=[CH2:3])=[O:8])[CH2:15][CH3:22].[CH3:16][CH2:15][CH2:20][CH2:19][O:9][C:1]([CH:2]=[CH2:7])=[O:8]. (6) Given the reactants C[N:2]1[CH2:7][CH2:6]C([O:8]C2C=C(C=CC=2)CN)[CH2:4][CH2:3]1.C(C1C=CC([C:28]([Cl:30])=[O:29])=CC=1)C1C=CC=CC=1.[CH2:33]([Cl:35])Cl, predict the reaction product. The product is: [C:33]([Cl:35])(=[O:8])[C:28]([Cl:30])=[O:29].[CH2:3]([NH:2][CH2:7][CH3:6])[CH3:4].